Dataset: Peptide-MHC class I binding affinity with 185,985 pairs from IEDB/IMGT. Task: Regression. Given a peptide amino acid sequence and an MHC pseudo amino acid sequence, predict their binding affinity value. This is MHC class I binding data. (1) The peptide sequence is HGVEFDFI. The MHC is HLA-B15:01 with pseudo-sequence HLA-B15:01. The binding affinity (normalized) is 0. (2) The peptide sequence is SSYRRPVGI. The MHC is SLA-20401 with pseudo-sequence SLA-20401. The binding affinity (normalized) is 0.384. (3) The peptide sequence is ITDEINQIK. The MHC is HLA-A02:03 with pseudo-sequence HLA-A02:03. The binding affinity (normalized) is 0.0847.